This data is from Forward reaction prediction with 1.9M reactions from USPTO patents (1976-2016). The task is: Predict the product of the given reaction. (1) Given the reactants [Cl:1][C:2]1[CH:3]=[C:4]([O:9][CH3:10])[CH:5]=[C:6]([Cl:8])[CH:7]=1.[CH2:11]=[O:12].S(=O)(=O)(O)O, predict the reaction product. The product is: [Cl:1][C:2]1[CH:3]=[C:4]([O:9][CH3:10])[CH:5]=[C:6]([Cl:8])[C:7]=1[CH2:11][OH:12].[Cl:1][C:2]1[CH:7]=[C:6]([Cl:8])[CH:5]=[C:4]([O:9][CH3:10])[C:3]=1[CH2:11][OH:12]. (2) Given the reactants [CH2:1]([O:8][C:9]([N:11]1[CH2:15][C@H:14]([OH:16])[CH2:13][C@@H:12]1[C:17]([OH:19])=[O:18])=[O:10])[C:2]1[CH:7]=[CH:6][CH:5]=[CH:4][CH:3]=1.[C:20]([O-])(O)=O.[Na+].CI, predict the reaction product. The product is: [OH:16][C@H:14]1[CH2:15][N:11]([C:9]([O:8][CH2:1][C:2]2[CH:7]=[CH:6][CH:5]=[CH:4][CH:3]=2)=[O:10])[C@@H:12]([C:17]([O:19][CH3:20])=[O:18])[CH2:13]1. (3) Given the reactants [H-].[Na+].[CH3:3][C@H:4]([CH2:7][O:8][Si:9]([CH:16]([CH3:18])[CH3:17])([CH:13]([CH3:15])[CH3:14])[CH:10]([CH3:12])[CH3:11])[CH2:5][OH:6].CI.[CH3:21]COC(C)=O.CCCCCCC, predict the reaction product. The product is: [CH:13]([Si:9]([CH:10]([CH3:11])[CH3:12])([CH:16]([CH3:18])[CH3:17])[O:8][CH2:7][C@@H:4]([CH3:3])[CH2:5][O:6][CH3:21])([CH3:15])[CH3:14]. (4) Given the reactants [C:1]([O:5][C:6]([N:8]1[CH2:17][CH2:16][C:11]2([CH2:14][CH:13](O)[CH2:12]2)[CH2:10][CH2:9]1)=[O:7])([CH3:4])([CH3:3])[CH3:2].C1(P(C2C=CC=CC=2)C2C=CC=CC=2)C=CC=CC=1.C(Br)(Br)(Br)[Br:38], predict the reaction product. The product is: [C:1]([O:5][C:6]([N:8]1[CH2:17][CH2:16][C:11]2([CH2:14][CH:13]([Br:38])[CH2:12]2)[CH2:10][CH2:9]1)=[O:7])([CH3:4])([CH3:3])[CH3:2]. (5) Given the reactants [C:1]([OH:6])(=[O:5])[C@H:2]([CH3:4])[OH:3].[C:7]([OH:15])(=[O:14])[CH:8]([CH2:10][C:11]([OH:13])=[O:12])[OH:9].C(O)(=O)C(C)O, predict the reaction product. The product is: [C:7]([OH:15])(=[O:14])[CH:8]([CH2:10][C:11]([OH:13])=[O:12])[OH:9].[C:1]([OH:6])(=[O:5])[CH:2]([CH3:4])[OH:3]. (6) Given the reactants [OH-].[Na+].Cl.[NH2:4][C:5]([NH2:7])=[NH:6].[CH:8](=[C:15]1[CH2:23][C:22]2[C:17](=[C:18]([O:24][CH2:25][C:26]3[CH:31]=[CH:30][C:29]([O:32][CH3:33])=[CH:28][CH:27]=3)[CH:19]=[CH:20][CH:21]=2)[C:16]1=O)[C:9]1[CH:14]=[CH:13][CH:12]=[CH:11][CH:10]=1, predict the reaction product. The product is: [CH3:33][O:32][C:29]1[CH:30]=[CH:31][C:26]([CH2:25][O:24][C:18]2[CH:19]=[CH:20][CH:21]=[C:22]3[C:17]=2[C:16]2[N:6]=[C:5]([NH2:7])[N:4]=[C:8]([C:9]4[CH:10]=[CH:11][CH:12]=[CH:13][CH:14]=4)[C:15]=2[CH2:23]3)=[CH:27][CH:28]=1. (7) Given the reactants [N:1]1[N:2]=[CH:3][N:4]([C:6]2[CH:7]=[C:8]([CH:13]=[CH:14][CH:15]=2)[C:9]([O:11]C)=O)[CH:5]=1.[C:16]([O:19][C:20]([CH3:23])([CH3:22])[CH3:21])(=[O:18])[CH3:17].[Li], predict the reaction product. The product is: [C:20]([O:19][C:16](=[O:18])[CH2:17][C:9](=[O:11])[C:8]1[CH:13]=[CH:14][CH:15]=[C:6]([N:4]2[CH:5]=[N:1][N:2]=[CH:3]2)[CH:7]=1)([CH3:23])([CH3:22])[CH3:21].